This data is from Full USPTO retrosynthesis dataset with 1.9M reactions from patents (1976-2016). The task is: Predict the reactants needed to synthesize the given product. (1) Given the product [C:34]([NH:1][C:2]1[CH:7]=[CH:6][C:5]([C:8]2[CH:9]=[CH:10][C:11]([S:14]([N:17]3[CH:21]([C:22]([OH:24])=[O:23])[CH2:20][CH:19]4[CH2:25][CH2:26][CH2:27][CH:18]34)(=[O:16])=[O:15])=[CH:12][CH:13]=2)=[CH:4][CH:3]=1)(=[O:41])[C:35]1[CH:40]=[CH:39][CH:38]=[CH:37][CH:36]=1, predict the reactants needed to synthesize it. The reactants are: [NH2:1][C:2]1[CH:7]=[CH:6][C:5]([C:8]2[CH:13]=[CH:12][C:11]([S:14]([N:17]3[CH:21]([C:22]([OH:24])=[O:23])[CH2:20][CH:19]4[CH2:25][CH2:26][CH2:27][CH:18]34)(=[O:16])=[O:15])=[CH:10][CH:9]=2)=[CH:4][CH:3]=1.N1C=CC=CC=1.[C:34](Cl)(=[O:41])[C:35]1[CH:40]=[CH:39][CH:38]=[CH:37][CH:36]=1. (2) The reactants are: [CH3:1][O:2][C:3]([C:5]1[CH:9]=[CH:8][O:7][C:6]=1[CH2:10]Cl)=[O:4].[NH:12]1[CH2:17][CH2:16][O:15][CH2:14][CH2:13]1. Given the product [CH3:1][O:2][C:3]([C:5]1[CH:9]=[CH:8][O:7][C:6]=1[CH2:10][N:12]1[CH2:17][CH2:16][O:15][CH2:14][CH2:13]1)=[O:4], predict the reactants needed to synthesize it. (3) Given the product [Cl:29][C:17]1[CH:16]=[C:15]([NH:14][C:12]2[N:11]=[CH:10][N:9]=[C:8]3[NH:7][N:6]=[C:5]([O:4][CH2:3][CH2:2][N:34]4[CH2:35][CH2:36][CH:31]([F:30])[CH2:32][CH2:33]4)[C:13]=23)[CH:20]=[CH:19][C:18]=1[O:21][C:22]1[CH:23]=[N:24][C:25]([CH3:28])=[CH:26][CH:27]=1, predict the reactants needed to synthesize it. The reactants are: Cl[CH2:2][CH2:3][O:4][C:5]1[C:13]2[C:8](=[N:9][CH:10]=[N:11][C:12]=2[NH:14][C:15]2[CH:20]=[CH:19][C:18]([O:21][C:22]3[CH:23]=[N:24][C:25]([CH3:28])=[CH:26][CH:27]=3)=[C:17]([Cl:29])[CH:16]=2)[NH:7][N:6]=1.[F:30][CH:31]1[CH2:36][CH2:35][NH:34][CH2:33][CH2:32]1. (4) Given the product [O:29]1[CH2:30][CH2:31][CH:26]([CH2:25][N:6]2[C:7]3[C:16]4[CH:15]=[CH:14][CH:13]=[CH:12][C:11]=4[N:10]=[C:9]([NH2:23])[C:8]=3[N:24]=[CH:5]2)[CH2:27][CH2:28]1, predict the reactants needed to synthesize it. The reactants are: CO.C([C:5]1[N:6]([CH2:25][CH:26]2[CH2:31][CH2:30][O:29][CH2:28][CH2:27]2)[C:7]2[C:16]3[CH:15]=[CH:14][C:13](C=CS(C)(=O)=O)=[CH:12][C:11]=3[N:10]=[C:9]([NH2:23])[C:8]=2[N:24]=1)C. (5) Given the product [N:8]1([C:2]2[CH:3]=[N:4][CH:5]=[CH:6][CH:7]=2)[CH2:13][CH2:12][NH:11][CH2:10][CH2:9]1, predict the reactants needed to synthesize it. The reactants are: Br[C:2]1[CH:3]=[N:4][CH:5]=[CH:6][CH:7]=1.[NH:8]1[CH2:13][CH2:12][NH:11][CH2:10][CH2:9]1.CC(C)([O-])C.[Na+]. (6) Given the product [N:1]1([C:6]([C:8]2[CH:14]=[CH:13][C:11]([NH:12][C:16]3[NH:21][C:20]4=[N:22][CH:23]=[CH:24][C:19]4=[C:18]([NH:35][CH2:36][C:37]([F:39])([F:38])[F:40])[N:17]=3)=[CH:10][CH:9]=2)=[O:7])[CH2:2][CH2:3][CH2:4][CH2:5]1, predict the reactants needed to synthesize it. The reactants are: [N:1]1([C:6]([C:8]2[CH:14]=[CH:13][C:11]([NH2:12])=[CH:10][CH:9]=2)=[O:7])[CH2:5][CH2:4][CH2:3][CH2:2]1.Cl[C:16]1[N:17]=[C:18]([NH:35][CH2:36][C:37]([F:40])([F:39])[F:38])[C:19]2[CH:24]=[CH:23][N:22](S(C3C=CC(C)=CC=3)(=O)=O)[C:20]=2[N:21]=1.C(=O)([O-])[O-].[K+].[K+].C1(P(C2CCCCC2)C2C=CC=CC=2C2C(C(C)C)=CC(C(C)C)=CC=2C(C)C)CCCCC1.